Task: Predict the reaction yield, written as a fraction of the theoretical maximum amount of product (1.0 means a 100% yield; for example, 0.34 means a 34% yield).. Dataset: Reaction yield outcomes from USPTO patents with 853,638 reactions (1) The reactants are [CH:1]([C:3]1[CH:11]=[CH:10][C:6]([C:7]([OH:9])=[O:8])=[CH:5][CH:4]=1)=O.[C:12](P(C1C=CC=CC=1)(C1C=CC=CC=1)C1C=CC=CC=1)([O:14][CH2:15][CH3:16])=[O:13].[OH-].[Na+].[CH2:38]1COCC1. The catalyst is O. The product is [CH2:15]([O:14][C:12](/[CH:38]=[CH:1]/[C:3]1[CH:11]=[CH:10][C:6]([C:7]([OH:9])=[O:8])=[CH:5][CH:4]=1)=[O:13])[CH3:16]. The yield is 0.800. (2) The reactants are [F:1][C:2]1[CH:24]=[C:23]([N+:25]([O-])=O)[CH:22]=[CH:21][C:3]=1[O:4][C:5]1[CH:10]=[CH:9][N:8]=[C:7]2[CH:11]=[C:12]([C:14]3[CH2:15][CH2:16][N:17]([CH3:20])[CH2:18][CH:19]=3)[S:13][C:6]=12.[NH4+].[Cl-].O. The catalyst is CCO.[Fe]. The product is [F:1][C:2]1[CH:24]=[C:23]([CH:22]=[CH:21][C:3]=1[O:4][C:5]1[CH:10]=[CH:9][N:8]=[C:7]2[CH:11]=[C:12]([C:14]3[CH2:15][CH2:16][N:17]([CH3:20])[CH2:18][CH:19]=3)[S:13][C:6]=12)[NH2:25]. The yield is 0.670. (3) The reactants are [CH3:1]/[C:2](=[CH:8]\[C:9]1[CH:14]=[C:13]([F:15])[C:12](F)=[C:11]([F:17])[CH:10]=1)/[C:3]([O:5][CH2:6][CH3:7])=[O:4].[C:18]1([OH:24])[CH:23]=[CH:22][CH:21]=[CH:20][CH:19]=1.C([O-])([O-])=O.[K+].[K+]. The catalyst is CN(C=O)C. The product is [F:15][C:13]1[CH:14]=[C:9](/[CH:8]=[C:2](\[CH3:1])/[C:3]([O:5][CH2:6][CH3:7])=[O:4])[CH:10]=[C:11]([F:17])[C:12]=1[O:24][C:18]1[CH:23]=[CH:22][CH:21]=[CH:20][CH:19]=1. The yield is 0.890. (4) The reactants are [Br:1][C:2]1[CH:9]=[CH:8][C:5]([CH2:6]Br)=[CH:4][CH:3]=1.[C:10]1([OH:16])[CH:15]=[CH:14][CH:13]=[CH:12][CH:11]=1.C(=O)([O-])[O-].[K+].[K+]. The catalyst is CN(C)C=O. The product is [Br:1][C:2]1[CH:9]=[CH:8][C:5]([CH2:6][O:16][C:10]2[CH:15]=[CH:14][CH:13]=[CH:12][CH:11]=2)=[CH:4][CH:3]=1. The yield is 0.890.